This data is from Reaction yield outcomes from USPTO patents with 853,638 reactions. The task is: Predict the reaction yield, written as a fraction of the theoretical maximum amount of product (1.0 means a 100% yield; for example, 0.34 means a 34% yield). (1) The reactants are Br[C:2]1[CH:11]=[N:10][C:9]2[N:8]([CH2:12][C:13]3[CH:18]=[CH:17][C:16]([O:19][CH3:20])=[CH:15][CH:14]=3)[C:7](=[O:21])[N:6]3[N:22]=[CH:23][N:24]=[C:5]3[C:4]=2[CH:3]=1.[CH3:25][C:26]1[CH:27]=[CH:28][C:29](=[O:32])[NH:30][N:31]=1.N[C@@H]1CCCC[C@H]1N.C([O-])([O-])=O.[Cs+].[Cs+]. The catalyst is [Cu]I.O1CCOCC1. The product is [CH3:20][O:19][C:16]1[CH:17]=[CH:18][C:13]([CH2:12][N:8]2[C:9]3[N:10]=[CH:11][C:2]([N:30]4[C:29](=[O:32])[CH:28]=[CH:27][C:26]([CH3:25])=[N:31]4)=[CH:3][C:4]=3[C:5]3=[N:24][CH:23]=[N:22][N:6]3[C:7]2=[O:21])=[CH:14][CH:15]=1. The yield is 0.110. (2) The product is [Cl:22][C:23]1[S:24][CH:25]=[C:26]([CH2:28][N:12]2[C:13]3[CH:18]=[CH:17][CH:16]=[CH:15][C:14]=3[N:10]([CH2:9][CH2:8][CH2:7][O:6][C:5]3[CH:4]=[CH:3][C:2]([F:1])=[CH:21][CH:20]=3)[C:11]2=[NH:19])[N:27]=1. The yield is 0.610. The reactants are [F:1][C:2]1[CH:21]=[CH:20][C:5]([O:6][CH2:7][CH2:8][CH2:9][N:10]2[C:14]3[CH:15]=[CH:16][CH:17]=[CH:18][C:13]=3[NH:12][C:11]2=[NH:19])=[CH:4][CH:3]=1.[Cl:22][C:23]1[S:24][CH:25]=[C:26]([CH2:28]Cl)[N:27]=1.[Br-].[K+]. The catalyst is CC(=O)CC. (3) The product is [I:20][C:9]1[CH:8]=[C:7]([CH:12]=[C:11]([C:13]2[CH:18]=[CH:17][C:16]([CH3:19])=[CH:15][N:14]=2)[CH:10]=1)[C:6]([OH:21])=[O:5]. The reactants are O[Li].O.C[O:5][C:6](=[O:21])[C:7]1[CH:12]=[C:11]([C:13]2[CH:18]=[CH:17][C:16]([CH3:19])=[CH:15][N:14]=2)[CH:10]=[C:9]([I:20])[CH:8]=1. The yield is 0.930. The catalyst is O.C1COCC1.